From a dataset of Forward reaction prediction with 1.9M reactions from USPTO patents (1976-2016). Predict the product of the given reaction. (1) Given the reactants CO[C:3]([C:5]1[C:6]([OH:31])=[C:7]2[C:12](=[CH:13][N:14]=1)[N:11]([CH2:15][C:16]1[CH:21]=[CH:20][C:19]([O:22][CH3:23])=[CH:18][CH:17]=1)[C:10](=[O:24])[C:9]([C:25]1[CH:30]=[CH:29][CH:28]=[CH:27][CH:26]=1)=[CH:8]2)=[O:4].[NH2:32][CH2:33][CH2:34][C:35]([OH:37])=[O:36].C[O-].[Na+], predict the reaction product. The product is: [OH:31][C:6]1[C:5]([C:3]([NH:32][CH2:33][CH2:34][C:35]([OH:37])=[O:36])=[O:4])=[N:14][CH:13]=[C:12]2[C:7]=1[CH:8]=[C:9]([C:25]1[CH:30]=[CH:29][CH:28]=[CH:27][CH:26]=1)[C:10](=[O:24])[N:11]2[CH2:15][C:16]1[CH:17]=[CH:18][C:19]([O:22][CH3:23])=[CH:20][CH:21]=1. (2) The product is: [CH:27]1([N:7]2[C:6]([C:4]([OH:5])=[O:3])=[C:10]([C:11]3[O:12][CH:13]=[CH:14][CH:15]=3)[N:9]=[C:8]2[C:16]2[CH:21]=[CH:20][C:19]([O:22][C:23]([F:25])([F:26])[F:24])=[CH:18][CH:17]=2)[CH2:29][CH2:28]1. Given the reactants C([O:3][C:4]([C:6]1[N:7]([CH:27]2[CH2:29][CH2:28]2)[C:8]([C:16]2[CH:21]=[CH:20][C:19]([O:22][C:23]([F:26])([F:25])[F:24])=[CH:18][CH:17]=2)=[N:9][C:10]=1[C:11]1[O:12][CH:13]=[CH:14][CH:15]=1)=[O:5])C.[Li+].[OH-], predict the reaction product. (3) Given the reactants [CH2:1]([O:3][C:4]([C@H:6]1[CH2:11][CH2:10][C@H:9]([C:12]2[S:13][CH:14]=[C:15]([CH3:17])[N:16]=2)[CH2:8][CH2:7]1)=[O:5])[CH3:2].[Br:18]N1C(=O)CCC1=O, predict the reaction product. The product is: [CH2:1]([O:3][C:4]([C@H:6]1[CH2:7][CH2:8][C@H:9]([C:12]2[S:13][C:14]([Br:18])=[C:15]([CH3:17])[N:16]=2)[CH2:10][CH2:11]1)=[O:5])[CH3:2]. (4) Given the reactants [C:1]([C:3]1[C:4]([I:14])=[C:5]([C:9]([O:11][CH2:12][CH3:13])=[O:10])[S:6][C:7]=1I)#[N:2].C[Sn](C)(C)[C:17]1[CH:22]=[CH:21][N:20]=[C:19]([NH:23][C:24](=[O:26])[CH3:25])[CH:18]=1.[Cl-].[Li+], predict the reaction product. The product is: [C:24]([NH:23][C:19]1[CH:18]=[C:17]([C:7]2[S:6][C:5]([C:9]([O:11][CH2:12][CH3:13])=[O:10])=[C:4]([I:14])[C:3]=2[C:1]#[N:2])[CH:22]=[CH:21][N:20]=1)(=[O:26])[CH3:25]. (5) Given the reactants C(OC([NH:8][C@@H:9]([CH2:13][C:14]1[CH:19]=[CH:18][C:17]([C:20]#[N:21])=[CH:16][CH:15]=1)[C:10]([OH:12])=[O:11])=O)(C)(C)C.S(Cl)(Cl)=O.[CH3:26]O, predict the reaction product. The product is: [NH2:8][C@@H:9]([CH2:13][C:14]1[CH:19]=[CH:18][C:17]([C:20]#[N:21])=[CH:16][CH:15]=1)[C:10]([O:12][CH3:26])=[O:11]. (6) Given the reactants [OH:1][C:2]1[CH:9]=[CH:8][C:5]([CH:6]=O)=[C:4]([O:10][CH3:11])[CH:3]=1.C(O)(=O)[CH2:13][C:14]([OH:16])=[O:15].N1CCCCC1, predict the reaction product. The product is: [OH:1][C:2]1[CH:9]=[CH:8][C:5](/[CH:6]=[CH:13]/[C:14]([OH:16])=[O:15])=[C:4]([O:10][CH3:11])[CH:3]=1.